This data is from Forward reaction prediction with 1.9M reactions from USPTO patents (1976-2016). The task is: Predict the product of the given reaction. Given the reactants Br[C:2]1[CH:3]=[C:4]([F:20])[C:5]([Cl:19])=[C:6]([O:8][C:9]2[C:10]([F:18])=[C:11]([CH2:16][NH2:17])[CH:12]=[CH:13][C:14]=2[Cl:15])[CH:7]=1.[C:21]([Zn]C#N)#[N:22].CN(C=O)C, predict the reaction product. The product is: [NH2:17][CH2:16][C:11]1[C:10]([F:18])=[C:9]([O:8][C:6]2[CH:7]=[C:2]([CH:3]=[C:4]([F:20])[C:5]=2[Cl:19])[C:21]#[N:22])[C:14]([Cl:15])=[CH:13][CH:12]=1.